Dataset: Catalyst prediction with 721,799 reactions and 888 catalyst types from USPTO. Task: Predict which catalyst facilitates the given reaction. Reactant: [CH3:1][N:2]1[CH2:7][CH2:6][C:5](=[O:8])[CH2:4][CH2:3]1.[Si](OS(C(F)(F)F)(=O)=O)(C)(C)C.[F:21][C:22]1[CH:36]=[CH:35][C:25]([CH:26](O)[C:27]2[CH:32]=[CH:31][C:30]([F:33])=[CH:29][CH:28]=2)=[CH:24][CH:23]=1.C(=O)(O)[O-].[Na+]. Product: [F:21][C:22]1[CH:23]=[CH:24][C:25]([CH:26]([C:27]2[CH:32]=[CH:31][C:30]([F:33])=[CH:29][CH:28]=2)[CH:4]2[C:5](=[O:8])[CH2:6][CH2:7][N:2]([CH3:1])[CH2:3]2)=[CH:35][CH:36]=1. The catalyst class is: 46.